From a dataset of Forward reaction prediction with 1.9M reactions from USPTO patents (1976-2016). Predict the product of the given reaction. (1) Given the reactants C([O:4][CH2:5][C:6]1[C:7]([N:35]2[CH2:47][CH2:46][N:38]3[C:39]4[CH2:40][CH2:41][CH2:42][CH2:43][C:44]=4[CH:45]=[C:37]3[C:36]2=[O:48])=[N:8][CH:9]=[CH:10][C:11]=1[C:12]1[CH:17]=[C:16]([NH:18][C:19]2[CH:24]=[CH:23][C:22]([CH:25]3[CH2:30][CH2:29][N:28]([CH3:31])[CH2:27][CH2:26]3)=[CH:21][N:20]=2)[C:15](=[O:32])[N:14]([CH2:33]C)[CH:13]=1)(=O)C.[OH-].[Li+], predict the reaction product. The product is: [OH:4][CH2:5][C:6]1[C:7]([N:35]2[CH2:47][CH2:46][N:38]3[C:39]4[CH2:40][CH2:41][CH2:42][CH2:43][C:44]=4[CH:45]=[C:37]3[C:36]2=[O:48])=[N:8][CH:9]=[CH:10][C:11]=1[C:12]1[CH:17]=[C:16]([NH:18][C:19]2[CH:24]=[CH:23][C:22]([CH:25]3[CH2:26][CH2:27][N:28]([CH3:31])[CH2:29][CH2:30]3)=[CH:21][N:20]=2)[C:15](=[O:32])[N:14]([CH3:33])[CH:13]=1. (2) Given the reactants [BH4-].[Na+].[CH3:15][C:14]([O:13][C:11](O[C:11]([O:13][C:14]([CH3:17])([CH3:16])[CH3:15])=[O:12])=[O:12])([CH3:17])[CH3:16].[Br:18][C:19]1[CH:20]=[CH:21][C:22]([O:27][CH3:28])=[C:23]([CH:26]=1)[C:24]#[N:25], predict the reaction product. The product is: [Br:18][C:19]1[CH:20]=[CH:21][C:22]([O:27][CH3:28])=[C:23]([CH2:24][NH:25][C:11](=[O:12])[O:13][C:14]([CH3:15])([CH3:16])[CH3:17])[CH:26]=1. (3) Given the reactants [Br:1][C:2]1[CH:7]=[CH:6][C:5]([C:8]2[C:12](O)([CH3:13])[NH:11][C:10](=[O:15])[CH:9]=2)=[CH:4][CH:3]=1.O=P12OP3(OP(OP(O3)(O1)=O)(=O)O2)=O.N1C(=O)C=CC=1, predict the reaction product. The product is: [Br:1][C:2]1[CH:3]=[CH:4][C:5]([C:8]2[C:12](=[CH2:13])[NH:11][C:10](=[O:15])[CH:9]=2)=[CH:6][CH:7]=1. (4) The product is: [F:19][C:18]([F:21])([F:20])[CH2:17][O:1][C:2]1[CH:7]=[CH:6][C:5]([C:8](=[O:10])[CH3:9])=[CH:4][CH:3]=1. Given the reactants [OH:1][C:2]1[CH:7]=[CH:6][C:5]([C:8](=[O:10])[CH3:9])=[CH:4][CH:3]=1.FC(F)(F)S(O[CH2:17][C:18]([F:21])([F:20])[F:19])(=O)=O.C(=O)([O-])[O-].[Cs+].[Cs+].C(=O)([O-])O.[Na+], predict the reaction product.